Task: Predict the product of the given reaction.. Dataset: Forward reaction prediction with 1.9M reactions from USPTO patents (1976-2016) (1) Given the reactants C([N:4]1[C:10]2[CH:11]=[CH:12][C:13]([Cl:15])=[CH:14][C:9]=2[CH:8]([C:16]2[C:25]3[O:24][CH2:23][CH2:22][O:21][C:20]=3[CH:19]=[CH:18][CH:17]=2)[O:7][CH:6]([CH2:26][C:27]([O:29][CH2:30][CH3:31])=[O:28])[C:5]1=[O:32])C=C.C[Al](C)C.C(OCC)(=O)C.C(C(C(C([O-])=O)O)O)([O-])=O.[Na+].[K+], predict the reaction product. The product is: [Cl:15][C:13]1[CH:12]=[CH:11][C:10]2[NH:4][C:5](=[O:32])[CH:6]([CH2:26][C:27]([O:29][CH2:30][CH3:31])=[O:28])[O:7][CH:8]([C:16]3[C:25]4[O:24][CH2:23][CH2:22][O:21][C:20]=4[CH:19]=[CH:18][CH:17]=3)[C:9]=2[CH:14]=1. (2) Given the reactants [CH2:1]([N:6]1[C:14]2[C:9](=[CH:10][CH:11]=[CH:12][CH:13]=2)[C:8]2[CH:15]=[C:16]([C:19]([OH:21])=O)[N:17]=[CH:18][C:7]1=2)[CH2:2][CH2:3][CH2:4][CH3:5].[NH2:22][N:23]1[CH2:28][CH2:27][CH2:26][CH2:25][CH2:24]1, predict the reaction product. The product is: [CH2:1]([N:6]1[C:14]2[C:9](=[CH:10][CH:11]=[CH:12][CH:13]=2)[C:8]2[CH:15]=[C:16]([C:19]([NH:22][N:23]3[CH2:28][CH2:27][CH2:26][CH2:25][CH2:24]3)=[O:21])[N:17]=[CH:18][C:7]1=2)[CH2:2][CH2:3][CH2:4][CH3:5]. (3) Given the reactants Cl.[NH2:2][C:3]1[N:11]=[CH:10][N:9]=[C:8]2[C:4]=1[N:5]=[CH:6][N:7]2[C:12]1[CH:17]=[CH:16][C:15]([NH:18][C:19]([NH:21][C:22]2[CH:27]=[CH:26][C:25]([Cl:28])=[C:24]([C:29]([F:32])([F:31])[F:30])[CH:23]=2)=[O:20])=[CH:14][CH:13]=1.[CH:33]1([N:39]=[C:40]=[O:41])[CH2:38][CH2:37][CH2:36][CH2:35][CH2:34]1, predict the reaction product. The product is: [Cl:28][C:25]1[CH:26]=[CH:27][C:22]([NH:21][C:19](=[O:20])[NH:18][C:15]2[CH:14]=[CH:13][C:12]([N:7]3[CH:6]=[N:5][C:4]4[C:8]3=[N:9][CH:10]=[N:11][C:3]=4[NH:2][C:40]([NH:39][CH:33]3[CH2:38][CH2:37][CH2:36][CH2:35][CH2:34]3)=[O:41])=[CH:17][CH:16]=2)=[CH:23][C:24]=1[C:29]([F:31])([F:32])[F:30]. (4) Given the reactants [NH2:1][CH2:2][CH2:3][NH:4][C:5]1[N:13]=[C:12]([Cl:14])[N:11]=[C:10]2[C:6]=1[N:7]=[CH:8][N:9]2[CH:15]1[CH2:19][CH2:18][CH2:17][CH2:16]1.C(Cl)Cl.C(N(CC)CC)C.[CH3:30][O:31][C:32]1[CH:33]=[C:34]([CH:38]=[CH:39][C:40]=1[O:41][CH3:42])[C:35](Cl)=[O:36], predict the reaction product. The product is: [Cl:14][C:12]1[N:11]=[C:10]2[C:6]([N:7]=[CH:8][N:9]2[CH:15]2[CH2:19][CH2:18][CH2:17][CH2:16]2)=[C:5]([NH:4][CH2:3][CH2:2][NH:1][C:35](=[O:36])[C:34]2[CH:38]=[CH:39][C:40]([O:41][CH3:42])=[C:32]([O:31][CH3:30])[CH:33]=2)[N:13]=1.